From a dataset of Peptide-MHC class I binding affinity with 185,985 pairs from IEDB/IMGT. Regression. Given a peptide amino acid sequence and an MHC pseudo amino acid sequence, predict their binding affinity value. This is MHC class I binding data. (1) The MHC is HLA-A02:06 with pseudo-sequence HLA-A02:06. The binding affinity (normalized) is 0.256. The peptide sequence is GAFMYTKHSM. (2) The peptide sequence is AFHHMAREL. The MHC is HLA-A24:02 with pseudo-sequence HLA-A24:02. The binding affinity (normalized) is 0.174. (3) The peptide sequence is ATVVIGTSK. The MHC is HLA-A11:01 with pseudo-sequence HLA-A11:01. The binding affinity (normalized) is 0.753.